From a dataset of Forward reaction prediction with 1.9M reactions from USPTO patents (1976-2016). Predict the product of the given reaction. (1) The product is: [ClH:19].[OH:20][CH:21]1[CH2:25][CH2:24][N:23]([CH2:26][CH2:27][CH2:28][NH:29][S:16]([C:14]2[S:15][C:11]([C:5]3[CH:4]=[C:3]([CH2:1][CH3:2])[C:8](=[O:9])[NH:7][C:6]=3[CH3:10])=[CH:12][CH:13]=2)(=[O:18])=[O:17])[CH2:22]1. Given the reactants [CH2:1]([C:3]1[C:8](=[O:9])[NH:7][C:6]([CH3:10])=[C:5]([C:11]2[S:15][C:14]([S:16]([Cl:19])(=[O:18])=[O:17])=[CH:13][CH:12]=2)[CH:4]=1)[CH3:2].[OH:20][CH:21]1[CH2:25][CH2:24][N:23]([CH2:26][CH2:27][CH2:28][NH2:29])[CH2:22]1, predict the reaction product. (2) Given the reactants NC1S[C:4]([N+:7]([O-])=O)=[CH:5]N=1.N(OS(=O)(=O)O)=[O:11].S(=O)(=O)(O)N.[N+:22]([C:25]1[S:29][C:28]([N:30]=[N:31][C:32]2[CH:50]=[CH:49][C:35]([N:36]([CH2:45][CH2:46][CH2:47][CH3:48])[CH2:37][CH2:38][C:39](OCC#N)=[O:40])=[CH:34][CH:33]=2)=[N:27][CH:26]=1)([O-:24])=[O:23], predict the reaction product. The product is: [N+:22]([C:25]1[S:29][C:28]([N:30]=[N:31][C:32]2[CH:33]=[CH:34][C:35]([N:36]([CH2:45][CH2:46][CH2:47][CH3:48])[CH2:37][C:38](=[C:39]=[O:40])[O:11][CH2:5][C:4]#[N:7])=[CH:49][CH:50]=2)=[N:27][CH:26]=1)([O-:24])=[O:23]. (3) Given the reactants C([NH:9][C:10]([NH:12][C:13]1[CH:18]=[CH:17][CH:16]=[C:15]([C:19]2[N:20]([CH3:25])[C:21]([CH3:24])=[N:22][CH:23]=2)[CH:14]=1)=[S:11])(=O)C1C=CC=CC=1.[OH-].[Na+].Cl, predict the reaction product. The product is: [CH3:24][C:21]1[N:20]([CH3:25])[C:19]([C:15]2[CH:14]=[C:13]([NH:12][C:10]([NH2:9])=[S:11])[CH:18]=[CH:17][CH:16]=2)=[CH:23][N:22]=1. (4) Given the reactants C[O:2][C:3](=[O:25])[C:4]1[CH:9]=[CH:8][C:7]([CH:10]([NH:17][C:18]([O:20][C:21]([CH3:24])([CH3:23])[CH3:22])=[O:19])[P:11]([O:15][CH3:16])([O:13][CH3:14])=[O:12])=[CH:6][CH:5]=1.[Li+].[OH-], predict the reaction product. The product is: [C:21]([O:20][C:18]([NH:17][CH:10]([P:11]([O:15][CH3:16])([O:13][CH3:14])=[O:12])[C:7]1[CH:8]=[CH:9][C:4]([C:3]([OH:25])=[O:2])=[CH:5][CH:6]=1)=[O:19])([CH3:24])([CH3:23])[CH3:22]. (5) Given the reactants [Cl:1][C:2]1[S:6][C:5]([C:7]([NH:9][C:10]2([C:15]([O:17]CC3C=CC=CC=3)=[O:16])[CH2:14][CH2:13][O:12][CH2:11]2)=[O:8])=[CH:4][CH:3]=1.[OH-].[Na+], predict the reaction product. The product is: [Cl:1][C:2]1[S:6][C:5]([C:7]([NH:9][C:10]2([C:15]([OH:17])=[O:16])[CH2:14][CH2:13][O:12][CH2:11]2)=[O:8])=[CH:4][CH:3]=1. (6) Given the reactants C[O:2][C:3](=[O:25])[C:4]1[CH:9]=[CH:8][C:7]([CH:10]([S:17][C:18]2[CH:23]=[CH:22][C:21]([Br:24])=[CH:20][CH:19]=2)[CH2:11][CH2:12][CH2:13][CH2:14][CH2:15][CH3:16])=[CH:6][CH:5]=1.[OH-].[Na+].[CH2:28](O)C, predict the reaction product. The product is: [Br:24][C:21]1[CH:22]=[CH:23][C:18]([S:17][CH:10]([C:7]2[CH:8]=[CH:9][C:4]([C:3]([OH:2])=[O:25])=[CH:5][CH:6]=2)[CH2:11][CH:12]([CH3:28])[CH2:13][CH2:14][CH2:15][CH3:16])=[CH:19][CH:20]=1. (7) Given the reactants [OH:1][C@H:2]([C:23]1[CH:28]=[CH:27][CH:26]=[CH:25][CH:24]=1)[CH2:3][CH2:4][N:5]1[CH2:10][CH2:9][CH:8]([C:11]2[CH:12]=[C:13]([NH:17][C:18](=[O:22])[CH:19]([CH3:21])[CH3:20])[CH:14]=[CH:15][CH:16]=2)[CH2:7][CH2:6]1.[F:29][C:30]1[CH:35]=[CH:34][C:33]([CH2:36][C:37](Cl)=[O:38])=[CH:32][CH:31]=1, predict the reaction product. The product is: [F:29][C:30]1[CH:35]=[CH:34][C:33]([CH2:36][C:37]([O:1][C@H:2]([C:23]2[CH:24]=[CH:25][CH:26]=[CH:27][CH:28]=2)[CH2:3][CH2:4][N:5]2[CH2:10][CH2:9][CH:8]([C:11]3[CH:16]=[CH:15][CH:14]=[C:13]([NH:17][C:18](=[O:22])[CH:19]([CH3:21])[CH3:20])[CH:12]=3)[CH2:7][CH2:6]2)=[O:38])=[CH:32][CH:31]=1.